From a dataset of Forward reaction prediction with 1.9M reactions from USPTO patents (1976-2016). Predict the product of the given reaction. (1) Given the reactants [NH2:1][C:2]1[CH:3]=[C:4]([CH:7]=[CH:8][C:9]=1[N:10]1[C:14]2=[N:15][CH:16]=[CH:17][C:18]([I:19])=[C:13]2[C:12]([C:20]([F:23])([F:22])[F:21])=[N:11]1)[C:5]#[N:6].[OH:24]O.[OH-].[Na+].O, predict the reaction product. The product is: [NH2:1][C:2]1[CH:3]=[C:4]([CH:7]=[CH:8][C:9]=1[N:10]1[C:14]2=[N:15][CH:16]=[CH:17][C:18]([I:19])=[C:13]2[C:12]([C:20]([F:23])([F:22])[F:21])=[N:11]1)[C:5]([NH2:6])=[O:24]. (2) Given the reactants [C:1]([C@@H:4]1[CH2:8][CH2:7][CH2:6][N:5]1[C:9]([O:11][C:12]([CH3:15])([CH3:14])[CH3:13])=[O:10])(=[S:3])[NH2:2].[Br:16][C:17]1[CH:26]=[CH:25][C:20]([C:21](=O)[CH2:22]Br)=[CH:19][CH:18]=1, predict the reaction product. The product is: [Br:16][C:17]1[CH:26]=[CH:25][C:20]([C:21]2[N:2]=[C:1]([C@@H:4]3[CH2:8][CH2:7][CH2:6][N:5]3[C:9]([O:11][C:12]([CH3:15])([CH3:14])[CH3:13])=[O:10])[S:3][CH:22]=2)=[CH:19][CH:18]=1. (3) Given the reactants [CH2:1]([CH:8]1[NH:13][CH2:12][CH2:11][N:10]([C:14]2[CH:22]=[C:21]3[C:17]([C:18]([CH2:27][CH3:28])=[N:19][N:20]3[CH:23]3[CH2:26][CH2:25][CH2:24]3)=[CH:16][CH:15]=2)[CH2:9]1)[C:2]1[CH:7]=[CH:6][CH:5]=[CH:4][CH:3]=1.C([O:31][C:32](=O)[CH2:33][C:34]1[NH:38][CH:37]=[N:36][N:35]=1)C, predict the reaction product. The product is: [CH2:1]([C@H:8]1[CH2:9][N:10]([C:14]2[CH:22]=[C:21]3[C:17]([C:18]([CH2:27][CH3:28])=[N:19][N:20]3[CH:23]3[CH2:24][CH2:25][CH2:26]3)=[CH:16][CH:15]=2)[CH2:11][CH2:12][N:13]1[C:32](=[O:31])[CH2:33][C:34]1[NH:38][CH:37]=[N:36][N:35]=1)[C:2]1[CH:3]=[CH:4][CH:5]=[CH:6][CH:7]=1. (4) Given the reactants [CH2:1]([O:8][C:9]1[C:10]([C:21]([O:23][CH2:24][CH3:25])=[O:22])=[C:11](Br)[N:12]2[CH2:17][CH2:16][N:15]([CH3:18])[C:14](=[O:19])[C:13]=12)[C:2]1[CH:7]=[CH:6][CH:5]=[CH:4][CH:3]=1.[C:26]([O-])(=[O:28])[CH3:27].[Tl+].C(N(C(C)C)CC)(C)C.C1(P(C2C=CC=CC=2)CCCP(C2C=CC=CC=2)C2C=CC=CC=2)C=CC=CC=1.C(OCCCC)=C, predict the reaction product. The product is: [C:26]([C:11]1[N:12]2[CH2:17][CH2:16][N:15]([CH3:18])[C:14](=[O:19])[C:13]2=[C:9]([O:8][CH2:1][C:2]2[CH:7]=[CH:6][CH:5]=[CH:4][CH:3]=2)[C:10]=1[C:21]([O:23][CH2:24][CH3:25])=[O:22])(=[O:28])[CH3:27]. (5) Given the reactants Br[CH2:2]/[CH:3]=[CH:4]/[C:5]([NH:7][C:8]1[CH:9]=[C:10]2[C:15](=[CH:16][C:17]=1[O:18][CH2:19][CH3:20])[N:14]=[CH:13][N:12]=[C:11]2[NH:21][C:22]1[CH:27]=[CH:26][C:25]([F:28])=[C:24]([Cl:29])[CH:23]=1)=[O:6].C(N(C(C)C)CC)(C)C.[O:39]1[C@H:44]2[CH2:45][NH:46][CH2:47][C@@H:43]2[O:42][CH2:41][CH2:40]1.O, predict the reaction product. The product is: [Cl:29][C:24]1[CH:23]=[C:22]([NH:21][C:11]2[C:10]3[C:15](=[CH:16][C:17]([O:18][CH2:19][CH3:20])=[C:8]([NH:7][C:5](=[O:6])/[CH:4]=[CH:3]/[CH2:2][N:46]4[CH2:45][C@@H:44]5[O:39][CH2:40][CH2:41][O:42][C@H:43]5[CH2:47]4)[CH:9]=3)[N:14]=[CH:13][N:12]=2)[CH:27]=[CH:26][C:25]=1[F:28]. (6) Given the reactants Cl[C:2]1[C:11]([C:12]([OH:14])=[O:13])=[CH:10][C:9]2[C:4](=[CH:5][CH:6]=[C:7]([Cl:15])[CH:8]=2)[N:3]=1.[F:16][C:17]1[CH:28]=[CH:27][C:20]([CH2:21][CH:22]([C:24]([OH:26])=[O:25])[NH2:23])=[CH:19][CH:18]=1, predict the reaction product. The product is: [C:24]([CH:22]([NH:23][C:2]1[C:11]([C:12]([OH:14])=[O:13])=[CH:10][C:9]2[C:4](=[CH:5][CH:6]=[C:7]([Cl:15])[CH:8]=2)[N:3]=1)[CH2:21][C:20]1[CH:27]=[CH:28][C:17]([F:16])=[CH:18][CH:19]=1)([OH:26])=[O:25]. (7) Given the reactants C[C@H]1O[C@@H](C2C=CC(C(OC)=O)=CC=2)CC(=O)C1.[NH2:19][CH:20]1[CH2:25][C@@H:24]([CH3:26])[O:23][C@@H:22]([C:27]2[CH:36]=[CH:35][C:30]([C:31]([O:33][CH3:34])=[O:32])=[CH:29][CH:28]=2)[CH2:21]1.[ClH:37], predict the reaction product. The product is: [NH2:19][CH:20]1[CH2:25][C@@H:24]([CH3:26])[O:23][C@@H:22]([C:27]2[CH:36]=[CH:35][C:30]([C:31]([O:33][CH3:34])=[O:32])=[CH:29][CH:28]=2)[CH2:21]1.[ClH:37].[NH2:19][CH:20]1[CH2:25][C@@H:24]([CH3:26])[O:23][C@@H:22]([C:27]2[CH:36]=[CH:35][C:30]([C:31]([O:33][CH3:34])=[O:32])=[CH:29][CH:28]=2)[CH2:21]1.